Dataset: Reaction yield outcomes from USPTO patents with 853,638 reactions. Task: Predict the reaction yield, written as a fraction of the theoretical maximum amount of product (1.0 means a 100% yield; for example, 0.34 means a 34% yield). (1) The reactants are [CH:1]1([CH2:7][C:8]2[N:9]=[C:10]([C:27]([O:29]C)=[O:28])[O:11][C:12]=2[C:13]2[CH:18]=[C:17]([C:19]([CH3:22])([CH3:21])[CH3:20])[CH:16]=[C:15]([C:23]([CH3:26])([CH3:25])[CH3:24])[CH:14]=2)[CH2:6][CH2:5][CH2:4][CH2:3][CH2:2]1.O[Li].O. The catalyst is C1COCC1.O. The product is [CH:1]1([CH2:7][C:8]2[N:9]=[C:10]([C:27]([OH:29])=[O:28])[O:11][C:12]=2[C:13]2[CH:18]=[C:17]([C:19]([CH3:22])([CH3:20])[CH3:21])[CH:16]=[C:15]([C:23]([CH3:26])([CH3:25])[CH3:24])[CH:14]=2)[CH2:2][CH2:3][CH2:4][CH2:5][CH2:6]1. The yield is 0.970. (2) The product is [CH:10]1([CH2:9][N:6]2[C:7](=[O:8])[C:2]([C:21]3[CH:22]=[CH:23][C:18]([F:17])=[CH:19][C:20]=3[CH3:27])=[N:3][C:4]3[CH:16]=[CH:15][CH:14]=[N:13][C:5]2=3)[CH2:12][CH2:11]1. The reactants are Br[C:2]1[C:7](=[O:8])[N:6]([CH2:9][CH:10]2[CH2:12][CH2:11]2)[C:5]2[N:13]=[CH:14][CH:15]=[CH:16][C:4]=2[N:3]=1.[F:17][C:18]1[CH:23]=[CH:22][C:21](B(O)O)=[C:20]([CH3:27])[CH:19]=1.C(=O)([O-])[O-].[Na+].[Na+].C([O-])(=O)C. The catalyst is CN(C)C=O.C1C=CC(P(C2C=CC=CC=2)C2C=CC=CC=2)=CC=1.C1C=CC(P(C2C=CC=CC=2)C2C=CC=CC=2)=CC=1.Cl[Pd]Cl.O.C(O)C. The yield is 0.453.